Dataset: Peptide-MHC class II binding affinity with 134,281 pairs from IEDB. Task: Regression. Given a peptide amino acid sequence and an MHC pseudo amino acid sequence, predict their binding affinity value. This is MHC class II binding data. (1) The peptide sequence is IFYDVFFAVANGNEL. The MHC is HLA-DPA10301-DPB10402 with pseudo-sequence HLA-DPA10301-DPB10402. The binding affinity (normalized) is 0.210. (2) The peptide sequence is AAATAGTTVYGNFAA. The binding affinity (normalized) is 0.415. The MHC is HLA-DQA10401-DQB10402 with pseudo-sequence HLA-DQA10401-DQB10402. (3) The peptide sequence is LAECARRRLRTLVLA. The MHC is DRB3_0301 with pseudo-sequence DRB3_0301. The binding affinity (normalized) is 0. (4) The peptide sequence is KFFYLLGLSAIMQVF. The MHC is DRB5_0101 with pseudo-sequence DRB5_0101. The binding affinity (normalized) is 0.185.